Dataset: Reaction yield outcomes from USPTO patents with 853,638 reactions. Task: Predict the reaction yield, written as a fraction of the theoretical maximum amount of product (1.0 means a 100% yield; for example, 0.34 means a 34% yield). The reactants are Cl[C:2]1[CH:7]=[C:6]([C:8]#[N:9])[CH:5]=[CH:4][N:3]=1.O.[NH2:11][NH2:12].C1COCC1. The catalyst is C(O)CCC. The product is [NH:11]([C:2]1[CH:7]=[C:6]([C:8]#[N:9])[CH:5]=[CH:4][N:3]=1)[NH2:12]. The yield is 0.180.